This data is from Ames mutagenicity test results for genotoxicity prediction. The task is: Regression/Classification. Given a drug SMILES string, predict its toxicity properties. Task type varies by dataset: regression for continuous values (e.g., LD50, hERG inhibition percentage) or binary classification for toxic/non-toxic outcomes (e.g., AMES mutagenicity, cardiotoxicity, hepatotoxicity). Dataset: ames. (1) The result is 1 (mutagenic). The drug is Nc1cccc2cccnc12. (2) The drug is CC(O)CN(CC(O)CO)N=O. The result is 1 (mutagenic). (3) The drug is OCCN(CCO)c1ccc(N=Nc2cccnc2)cc1. The result is 0 (non-mutagenic).